This data is from Peptide-MHC class I binding affinity with 185,985 pairs from IEDB/IMGT. The task is: Regression. Given a peptide amino acid sequence and an MHC pseudo amino acid sequence, predict their binding affinity value. This is MHC class I binding data. The peptide sequence is LSAGVEFLK. The MHC is HLA-A11:01 with pseudo-sequence HLA-A11:01. The binding affinity (normalized) is 1.00.